Task: Regression. Given two drug SMILES strings and cell line genomic features, predict the synergy score measuring deviation from expected non-interaction effect.. Dataset: NCI-60 drug combinations with 297,098 pairs across 59 cell lines (1) Drug 2: CC1C(C(CC(O1)OC2CC(CC3=C2C(=C4C(=C3O)C(=O)C5=C(C4=O)C(=CC=C5)OC)O)(C(=O)CO)O)N)O.Cl. Cell line: SW-620. Synergy scores: CSS=41.0, Synergy_ZIP=-9.36, Synergy_Bliss=-7.40, Synergy_Loewe=-3.85, Synergy_HSA=-1.43. Drug 1: C1C(C(OC1N2C=C(C(=O)NC2=O)F)CO)O. (2) Drug 2: C1=NC2=C(N1)C(=S)N=C(N2)N. Drug 1: C1=CC(=C2C(=C1NCCNCCO)C(=O)C3=C(C=CC(=C3C2=O)O)O)NCCNCCO. Synergy scores: CSS=44.3, Synergy_ZIP=-9.42, Synergy_Bliss=-3.01, Synergy_Loewe=-0.782, Synergy_HSA=1.78. Cell line: T-47D. (3) Drug 1: C1=CC=C(C=C1)NC(=O)CCCCCCC(=O)NO. Drug 2: CC1C(C(CC(O1)OC2CC(OC(C2O)C)OC3=CC4=CC5=C(C(=O)C(C(C5)C(C(=O)C(C(C)O)O)OC)OC6CC(C(C(O6)C)O)OC7CC(C(C(O7)C)O)OC8CC(C(C(O8)C)O)(C)O)C(=C4C(=C3C)O)O)O)O. Cell line: HOP-92. Synergy scores: CSS=52.5, Synergy_ZIP=-6.11, Synergy_Bliss=-2.94, Synergy_Loewe=-0.706, Synergy_HSA=-0.509. (4) Drug 1: CNC(=O)C1=CC=CC=C1SC2=CC3=C(C=C2)C(=NN3)C=CC4=CC=CC=N4. Drug 2: C1=NC2=C(N1)C(=S)N=C(N2)N. Cell line: SR. Synergy scores: CSS=83.1, Synergy_ZIP=5.12, Synergy_Bliss=4.67, Synergy_Loewe=3.44, Synergy_HSA=7.16. (5) Drug 1: C1=NC2=C(N1)C(=S)N=CN2. Drug 2: CC(C)CN1C=NC2=C1C3=CC=CC=C3N=C2N. Cell line: MCF7. Synergy scores: CSS=13.9, Synergy_ZIP=-6.58, Synergy_Bliss=-1.64, Synergy_Loewe=-4.63, Synergy_HSA=-2.46. (6) Drug 1: C#CCC(CC1=CN=C2C(=N1)C(=NC(=N2)N)N)C3=CC=C(C=C3)C(=O)NC(CCC(=O)O)C(=O)O. Drug 2: N.N.Cl[Pt+2]Cl. Cell line: OVCAR-8. Synergy scores: CSS=19.5, Synergy_ZIP=-5.50, Synergy_Bliss=0.177, Synergy_Loewe=1.34, Synergy_HSA=0.512. (7) Drug 1: C1=CC(=CC=C1CCC2=CNC3=C2C(=O)NC(=N3)N)C(=O)NC(CCC(=O)O)C(=O)O. Drug 2: CC1C(C(CC(O1)OC2CC(CC3=C2C(=C4C(=C3O)C(=O)C5=C(C4=O)C(=CC=C5)OC)O)(C(=O)CO)O)N)O.Cl. Cell line: BT-549. Synergy scores: CSS=48.8, Synergy_ZIP=-4.11, Synergy_Bliss=-5.70, Synergy_Loewe=-12.1, Synergy_HSA=0.751. (8) Drug 1: CC1=C2C(C(=O)C3(C(CC4C(C3C(C(C2(C)C)(CC1OC(=O)C(C(C5=CC=CC=C5)NC(=O)OC(C)(C)C)O)O)OC(=O)C6=CC=CC=C6)(CO4)OC(=O)C)OC)C)OC. Drug 2: C1=CC=C(C=C1)NC(=O)CCCCCCC(=O)NO. Cell line: MDA-MB-231. Synergy scores: CSS=54.9, Synergy_ZIP=8.04, Synergy_Bliss=7.01, Synergy_Loewe=-0.509, Synergy_HSA=9.28. (9) Drug 1: CN(C)C1=NC(=NC(=N1)N(C)C)N(C)C. Drug 2: CC12CCC3C(C1CCC2OP(=O)(O)O)CCC4=C3C=CC(=C4)OC(=O)N(CCCl)CCCl.[Na+]. Cell line: SR. Synergy scores: CSS=8.73, Synergy_ZIP=-6.68, Synergy_Bliss=-10.3, Synergy_Loewe=-7.79, Synergy_HSA=-7.43.